Dataset: Forward reaction prediction with 1.9M reactions from USPTO patents (1976-2016). Task: Predict the product of the given reaction. (1) Given the reactants [F:1][C:2]1[CH:20]=[CH:19][C:5]([CH2:6][NH:7][C@H:8]2[C@H:13]3[CH2:14][C@H:10]([CH2:11][CH2:12]3)[C@H:9]2[C:15](OC)=[O:16])=[CH:4][CH:3]=1.[CH3:21][S:22]([NH:25][C:26]1[CH:41]=[CH:40][C:29]2[NH:30][C:31]([CH2:36][C:37](O)=[O:38])=[CH:32][S:33](=[O:35])(=[O:34])[C:28]=2[CH:27]=1)(=[O:24])=[O:23].CN1CCOCC1.Cl.CN(C)CCCN=C=NCC.[O-]CC.[Na+], predict the reaction product. The product is: [F:1][C:2]1[CH:20]=[CH:19][C:5]([CH2:6][N:7]2[C:37](=[O:38])[C:36]([C:31]3[NH:30][C:29]4[CH:40]=[CH:41][C:26]([NH:25][S:22]([CH3:21])(=[O:23])=[O:24])=[CH:27][C:28]=4[S:33](=[O:35])(=[O:34])[CH:32]=3)=[C:15]([OH:16])[C@H:9]3[C@@H:8]2[C@H:13]2[CH2:14][C@@H:10]3[CH2:11][CH2:12]2)=[CH:4][CH:3]=1. (2) Given the reactants [CH3:1][O:2][CH2:3][CH2:4][N:5]1[C:9]2[CH:10]=[CH:11][C:12]([C:14]([OH:16])=O)=[CH:13][C:8]=2[N:7]=[C:6]1[NH:17][C:18]1[S:19][C:20]2[CH:26]=[C:25]([O:27][C:28]([F:31])([F:30])[F:29])[CH:24]=[CH:23][C:21]=2[N:22]=1.[CH3:32][O:33][CH2:34][CH2:35][NH2:36].CN(C(ON1N=NC2C=CC=CC1=2)=[N+](C)C)C.F[P-](F)(F)(F)(F)F.CCN(C(C)C)C(C)C, predict the reaction product. The product is: [CH3:32][O:33][CH2:34][CH2:35][NH:36][C:14]([C:12]1[CH:11]=[CH:10][C:9]2[N:5]([CH2:4][CH2:3][O:2][CH3:1])[C:6]([NH:17][C:18]3[S:19][C:20]4[CH:26]=[C:25]([O:27][C:28]([F:31])([F:30])[F:29])[CH:24]=[CH:23][C:21]=4[N:22]=3)=[N:7][C:8]=2[CH:13]=1)=[O:16]. (3) Given the reactants Br[C:2]1[CH:7]=[CH:6][C:5]([NH:8][C:9](=[O:15])[O:10][C:11]([CH3:14])([CH3:13])[CH3:12])=[C:4]([O:16][CH3:17])[CH:3]=1.[B:18]1([B:18]2[O:22][C:21]([CH3:24])([CH3:23])[C:20]([CH3:26])([CH3:25])[O:19]2)[O:22][C:21]([CH3:24])([CH3:23])[C:20]([CH3:26])([CH3:25])[O:19]1.ClCCl.C([O-])(=O)C.[K+], predict the reaction product. The product is: [CH3:17][O:16][C:4]1[CH:3]=[C:2]([B:18]2[O:22][C:21]([CH3:24])([CH3:23])[C:20]([CH3:26])([CH3:25])[O:19]2)[CH:7]=[CH:6][C:5]=1[NH:8][C:9](=[O:15])[O:10][C:11]([CH3:14])([CH3:13])[CH3:12]. (4) Given the reactants [F:1][C:2]1[CH:7]=[C:6]([CH3:8])[C:5]([C:9]2[C:20](=[O:21])[N:19]([CH3:22])[C:12]3[N:13]=[C:14](SC)[N:15]=[CH:16][C:11]=3[CH:10]=2)=[CH:4][C:3]=1[NH:23][C:24]([NH:26][C:27]1[O:31][N:30]=[C:29]([CH:32]([CH3:34])[CH3:33])[CH:28]=1)=[O:25].[CH3:35][NH2:36].C1COCC1, predict the reaction product. The product is: [F:1][C:2]1[CH:7]=[C:6]([CH3:8])[C:5]([C:9]2[C:20](=[O:21])[N:19]([CH3:22])[C:12]3[N:13]=[C:14]([NH:36][CH3:35])[N:15]=[CH:16][C:11]=3[CH:10]=2)=[CH:4][C:3]=1[NH:23][C:24]([NH:26][C:27]1[O:31][N:30]=[C:29]([CH:32]([CH3:34])[CH3:33])[CH:28]=1)=[O:25]. (5) Given the reactants CO[C:3]([C:5]1[N:6]=[CH:7][C:8]2[C:13]([C:14]=1[OH:15])=[CH:12][CH:11]=[C:10]([O:16][C:17]1[CH:22]=[CH:21][CH:20]=[CH:19][CH:18]=1)[CH:9]=2)=[O:4].[CH3:23][O:24][C:25]([C:27]1([CH2:33][NH2:34])[CH2:32][CH2:31][O:30][CH2:29][CH2:28]1)=[O:26], predict the reaction product. The product is: [CH3:23][O:24][C:25]([C:27]1([CH2:33][NH:34][C:3]([C:5]2[N:6]=[CH:7][C:8]3[C:13]([C:14]=2[OH:15])=[CH:12][CH:11]=[C:10]([O:16][C:17]2[CH:18]=[CH:19][CH:20]=[CH:21][CH:22]=2)[CH:9]=3)=[O:4])[CH2:32][CH2:31][O:30][CH2:29][CH2:28]1)=[O:26].